Dataset: Reaction yield outcomes from USPTO patents with 853,638 reactions. Task: Predict the reaction yield, written as a fraction of the theoretical maximum amount of product (1.0 means a 100% yield; for example, 0.34 means a 34% yield). (1) The reactants are [I:1][C:2]1[N:3]=[CH:4][NH:5][CH:6]=1.[H-].[Na+].Br[CH2:10][CH2:11][Cl:12]. The catalyst is C1COCC1.O. The product is [Cl:12][CH2:11][CH2:10][N:5]1[CH:6]=[C:2]([I:1])[N:3]=[CH:4]1. The yield is 0.600. (2) The reactants are [Cl:1][C:2]1[CH:3]=[C:4]([C:9]2([C:15]([OH:17])=O)[CH2:14][CH2:13][CH2:12][CH2:11][CH2:10]2)[CH:5]=[CH:6][C:7]=1[Cl:8].[CH2:18]([NH:20][CH3:21])[CH3:19]. No catalyst specified. The product is [Cl:1][C:2]1[CH:3]=[C:4]([C:9]2([C:15]([N:20]([CH2:18][CH3:19])[CH3:21])=[O:17])[CH2:10][CH2:11][CH2:12][CH2:13][CH2:14]2)[CH:5]=[CH:6][C:7]=1[Cl:8]. The yield is 0.300. (3) The reactants are [CH3:1][C@@H:2]1[CH2:7][NH:6][C@@H:5]([CH3:8])[CH2:4][N:3]1[C:9]1[CH:14]=[CH:13][C:12]([O:15][CH2:16][CH2:17][CH2:18][N:19]2[CH2:24][CH2:23][CH2:22][CH2:21][CH2:20]2)=[CH:11][CH:10]=1.[N:25]1([C:31](Cl)=[O:32])[CH2:30][CH2:29][O:28][CH2:27][CH2:26]1.C(N(CC)CC)C. The catalyst is ClCCl. The product is [CH3:8][C@@H:5]1[CH2:4][N:3]([C:9]2[CH:10]=[CH:11][C:12]([O:15][CH2:16][CH2:17][CH2:18][N:19]3[CH2:24][CH2:23][CH2:22][CH2:21][CH2:20]3)=[CH:13][CH:14]=2)[C@H:2]([CH3:1])[CH2:7][N:6]1[C:31]([N:25]1[CH2:30][CH2:29][O:28][CH2:27][CH2:26]1)=[O:32]. The yield is 0.660. (4) The reactants are [Cl:1][C:2]1[C:3]([C:8]2[CH:9]=[C:10]3[C:14](=[CH:15][CH:16]=2)[NH:13][N:12]=[C:11]3[NH:17][C:18]2[S:19][C:20]([CH:23]=O)=[CH:21][N:22]=2)=[N:4][CH:5]=[CH:6][CH:7]=1.[NH:25]1[CH2:30][CH2:29][O:28][CH2:27][CH2:26]1.[Na].C(=O)([O-])O.[Na+]. The catalyst is C(OCC)(=O)C.O1CCCC1. The product is [Cl:1][C:2]1[C:3]([C:8]2[CH:9]=[C:10]3[C:14](=[CH:15][CH:16]=2)[NH:13][N:12]=[C:11]3[NH:17][C:18]2[S:19][C:20]([CH2:23][N:25]3[CH2:30][CH2:29][O:28][CH2:27][CH2:26]3)=[CH:21][N:22]=2)=[N:4][CH:5]=[CH:6][CH:7]=1. The yield is 0.580. (5) The reactants are O=[CH:2][C@@H:3]([C@H:5]([C@@H:7]([CH2:9][OH:10])[OH:8])[OH:6])[OH:4].N[CH2:12][CH2:13][O:14][C:15]1[CH:20]=[CH:19][C:18]([CH2:21][CH2:22][CH2:23][CH2:24][NH:25][C:26]([NH:28][C:29]([C:31]2[C:36]([NH2:37])=[N:35][C:34]([NH2:38])=[C:33]([Cl:39])[N:32]=2)=[O:30])=[NH:27])=[CH:17][CH:16]=1.[C:40]([BH3-])#[N:41].[Na+]. The catalyst is CO. The product is [ClH:39].[ClH:39].[OH:4][C@@H:3]([C@H:5]([OH:6])[C@H:7]([OH:8])[CH2:9][OH:10])[CH2:2][N:41]([CH2:40][C@@H:9]([OH:10])[C@H:7]([OH:8])[C@H:5]([OH:6])[CH2:3][OH:4])[CH2:12][CH2:13][O:14][C:15]1[CH:20]=[CH:19][C:18]([CH2:21][CH2:22][CH2:23][CH2:24][NH:25][C:26]([NH:28][C:29]([C:31]2[C:36]([NH2:37])=[N:35][C:34]([NH2:38])=[C:33]([Cl:39])[N:32]=2)=[O:30])=[NH:27])=[CH:17][CH:16]=1. The yield is 0.0700.